Dataset: Forward reaction prediction with 1.9M reactions from USPTO patents (1976-2016). Task: Predict the product of the given reaction. (1) Given the reactants [Br:1][C:2]1[CH:11]=[CH:10][C:5]([C:6]([O:8][CH3:9])=[O:7])=[CH:4][C:3]=1[CH2:12]Br.C(=O)=O.[CH2:17]([Mg]Br)[CH3:18].[Cl-].[NH4+], predict the reaction product. The product is: [Br:1][C:2]1[CH:11]=[CH:10][C:5]([C:6]([O:8][CH3:9])=[O:7])=[CH:4][C:3]=1[CH2:12][CH2:17][CH3:18]. (2) Given the reactants [CH:1]1[C:10]2[C:5](=[CH:6][CH:7]=[CH:8][CH:9]=2)[CH:4]=[CH:3][C:2]=1[C:11](Cl)=[O:12].[NH3:14], predict the reaction product. The product is: [C:11]([C:2]1[CH:3]=[CH:4][C:5]2[C:10](=[CH:9][CH:8]=[CH:7][CH:6]=2)[CH:1]=1)(=[O:12])[NH2:14]. (3) Given the reactants CN(C)C=O.[CH3:6][O:7][C:8]([C:10]1[C:15](Br)=[N:14][CH:13]=[C:12]([Br:17])[N:11]=1)=[O:9].[F:18][C:19]1[CH:24]=[CH:23][C:22]([SH:25])=[CH:21][CH:20]=1.C(=O)([O-])[O-].[K+].[K+], predict the reaction product. The product is: [CH3:6][O:7][C:8]([C:10]1[C:15]([S:25][C:22]2[CH:23]=[CH:24][C:19]([F:18])=[CH:20][CH:21]=2)=[N:14][CH:13]=[C:12]([Br:17])[N:11]=1)=[O:9]. (4) Given the reactants C[OH:2].N12CCCN=C1CCCCC2.[CH3:14][CH2:15][CH2:16][CH2:17][CH2:18][CH3:19].C[CH:21]([OH:23])[CH3:22], predict the reaction product. The product is: [C:16]1([C@H:21]([OH:23])[CH2:22][OH:2])[CH:15]=[CH:14][CH:19]=[CH:18][CH:17]=1. (5) The product is: [Cl:1][C:2]1[CH:3]=[C:4]([CH2:9][CH2:10][C:11]([C:13]2[S:20][C:19]([CH3:21])=[C:18]3[C:14]=2[CH2:15][C@H:16]2[C:22]([CH3:24])([CH3:23])[C@H:17]23)=[O:12])[CH:5]=[CH:6][C:7]=1[O:8][CH2:25][CH:27]1[CH2:28][O:29]1. Given the reactants [Cl:1][C:2]1[CH:3]=[C:4]([CH2:9][CH2:10][C:11]([C:13]2[S:20][C:19]([CH3:21])=[C:18]3[C:14]=2[CH2:15][C@H:16]2[C:22]([CH3:24])([CH3:23])[C@H:17]23)=[O:12])[CH:5]=[CH:6][C:7]=1[OH:8].[CH2:25]([CH:27]1[O:29][CH2:28]1)Cl, predict the reaction product. (6) Given the reactants [C:1]([O:5][C:6]([N:8]1[CH2:13][CH2:12][N:11]([CH2:14][C:15]2[CH:23]=[CH:22][C:18]([C:19]([OH:21])=O)=[CH:17][C:16]=2[Cl:24])[CH2:10][CH2:9]1)=[O:7])([CH3:4])([CH3:3])[CH3:2].Cl.CN(C)[CH2:28][CH2:29][CH2:30][N:31]=[C:32]=NCC.ClCCl.N1CCCC1, predict the reaction product. The product is: [Cl:24][C:16]1[CH:17]=[C:18]([C:19]([N:31]2[CH2:32][CH2:28][CH2:29][CH2:30]2)=[O:21])[CH:22]=[CH:23][C:15]=1[CH2:14][N:11]1[CH2:12][CH2:13][N:8]([C:6]([O:5][C:1]([CH3:2])([CH3:4])[CH3:3])=[O:7])[CH2:9][CH2:10]1. (7) The product is: [CH3:1][O:2][C:3]1[N:8]2[N:9]=[C:10]([C:12]([F:15])([F:13])[F:14])[CH:11]=[C:7]2[C:6]([C:16]([C:18]2[CH:23]=[CH:22][CH:21]=[CH:20][CH:19]=2)=[O:17])=[CH:5][CH:4]=1. Given the reactants [CH3:1][O:2][C:3]1[N:8]2[N:9]=[C:10]([C:12]([F:15])([F:14])[F:13])[CH:11]=[C:7]2[C:6]([CH:16]([C:18]2[CH:23]=[CH:22][CH:21]=[CH:20][CH:19]=2)[OH:17])=[CH:5][CH:4]=1, predict the reaction product. (8) Given the reactants [CH:1]1([C:4]([N:6]2[CH2:10][CH2:9][C@@H:8]([CH2:11][NH:12][C:13]3[C:14]([NH2:20])=[CH:15][C:16]([CH3:19])=[CH:17][CH:18]=3)[CH2:7]2)=[O:5])[CH2:3][CH2:2]1.[F:21][C:22]1[CH:27]=[CH:26][C:25]([C:28]2[CH:35]=[CH:34][C:31]([CH:32]=O)=[CH:30][CH:29]=2)=[CH:24][CH:23]=1.OOS([O-])=O.[K+], predict the reaction product. The product is: [CH:1]1([C:4]([N:6]2[CH2:10][CH2:9][C@@H:8]([CH2:11][N:12]3[C:13]4[CH:18]=[CH:17][C:16]([CH3:19])=[CH:15][C:14]=4[N:20]=[C:32]3[C:31]3[CH:30]=[CH:29][C:28]([C:25]4[CH:26]=[CH:27][C:22]([F:21])=[CH:23][CH:24]=4)=[CH:35][CH:34]=3)[CH2:7]2)=[O:5])[CH2:3][CH2:2]1.